From a dataset of Forward reaction prediction with 1.9M reactions from USPTO patents (1976-2016). Predict the product of the given reaction. (1) Given the reactants Br[C:2]1[CH:3]=[C:4]([O:13][CH3:14])[C:5]2[N:6]([N:8]=[CH:9][C:10]=2[C:11]#[N:12])[CH:7]=1.[CH3:15][N:16]1[CH:20]=[C:19](B2OC(C)(C)C(C)(C)O2)[CH:18]=[N:17]1.F[B-](F)(F)F.C([PH+](C(C)(C)C)C(C)(C)C)(C)(C)C.[F-].[K+], predict the reaction product. The product is: [CH3:14][O:13][C:4]1[C:5]2[N:6]([N:8]=[CH:9][C:10]=2[C:11]#[N:12])[CH:7]=[C:2]([C:19]2[CH:18]=[N:17][N:16]([CH3:15])[CH:20]=2)[CH:3]=1. (2) Given the reactants [CH3:1][C:2]([CH3:5])([O-])[CH3:3].[K+].Br[C:8]1[CH:13]=[C:12]([C:14]([F:17])([F:16])[F:15])[C:11]([NH:18][C:19](=[O:25])[CH2:20][C:21]([CH3:24])([CH3:23])[CH3:22])=[C:10]([Cl:26])[CH:9]=1, predict the reaction product. The product is: [Cl:26][C:10]1[CH:9]=[C:8]([N:18]2[CH2:19][CH2:20][C:5]3[C:2](=[CH:3][CH:11]=[C:12]([C:14]([F:17])([F:16])[F:15])[CH:13]=3)[CH2:1]2)[CH:13]=[C:12]([C:14]([F:17])([F:16])[F:15])[C:11]=1[NH:18][C:19](=[O:25])[CH2:20][C:21]([CH3:24])([CH3:23])[CH3:22]. (3) Given the reactants C[O:2][C:3](=[O:33])[CH2:4][N:5]1[C:13]2[C:8](=[CH:9][C:10]([F:14])=[CH:11][CH:12]=2)[C:7]([CH2:15][C:16]2[C:21]([S:22]([C:25]3[CH:30]=[CH:29][C:28]([F:31])=[CH:27][CH:26]=3)(=[O:24])=[O:23])=[CH:20][CH:19]=[CH:18][N:17]=2)=[C:6]1[CH3:32].[OH-].[Li+], predict the reaction product. The product is: [F:14][C:10]1[CH:9]=[C:8]2[C:13](=[CH:12][CH:11]=1)[N:5]([CH2:4][C:3]([OH:33])=[O:2])[C:6]([CH3:32])=[C:7]2[CH2:15][C:16]1[C:21]([S:22]([C:25]2[CH:26]=[CH:27][C:28]([F:31])=[CH:29][CH:30]=2)(=[O:24])=[O:23])=[CH:20][CH:19]=[CH:18][N:17]=1. (4) Given the reactants [CH3:1][C:2]1([CH3:8])[O:6][C:5](=[O:7])[CH2:4][CH2:3]1.[Li+].CC([N-]C(C)C)C.[CH:17]1([C:20]2[N:24]([C:25]([O:27][C:28]([CH3:31])([CH3:30])[CH3:29])=[O:26])[C:23]3[CH:32]=[C:33]([C:38]4[C:39]([CH3:44])=[N:40][O:41][C:42]=4[CH3:43])[CH:34]=[C:35]([CH:36]=[O:37])[C:22]=3[N:21]=2)[CH2:19][CH2:18]1, predict the reaction product. The product is: [CH:17]1([C:20]2[N:24]([C:25]([O:27][C:28]([CH3:31])([CH3:30])[CH3:29])=[O:26])[C:23]3[CH:32]=[C:33]([C:38]4[C:39]([CH3:44])=[N:40][O:41][C:42]=4[CH3:43])[CH:34]=[C:35]([CH:36]([CH:4]4[CH2:3][C:2]([CH3:8])([CH3:1])[O:6][C:5]4=[O:7])[OH:37])[C:22]=3[N:21]=2)[CH2:18][CH2:19]1. (5) Given the reactants [Cl-].[Cl-].[Cl-].[Al+3].[Br:5][CH2:6][C:7](Br)=[O:8].[CH3:10][O:11][C:12]([C:14]1[CH:18]=[CH:17][S:16][CH:15]=1)=[O:13], predict the reaction product. The product is: [CH3:10][O:11][C:12]([C:14]1[CH:18]=[C:17]([C:7](=[O:8])[CH2:6][Br:5])[S:16][CH:15]=1)=[O:13].